Dataset: Catalyst prediction with 721,799 reactions and 888 catalyst types from USPTO. Task: Predict which catalyst facilitates the given reaction. (1) The catalyst class is: 5. Product: [OH:1][C@@H:2]([CH2:29][CH2:30][C:31]1[CH:32]=[CH:33][CH:34]=[CH:35][CH:36]=1)/[CH:3]=[CH:4]/[C@@H:5]1[C@@H:12]2[C@@H:8]([O:9][CH:10]([OH:13])[CH2:11]2)[CH2:7][C@H:6]1[OH:14]. Reactant: [OH:1][C@@H:2]([CH2:29][CH2:30][C:31]1[CH:36]=[CH:35][CH:34]=[CH:33][CH:32]=1)/[CH:3]=[CH:4]/[C@@H:5]1[C@@H:12]2[C@@H:8]([O:9][CH:10]([OH:13])[CH2:11]2)[CH2:7][C@H:6]1[O:14]C(C1C=CC(C2C=CC=CC=2)=CC=1)=O.C([O-])([O-])=O.[K+].[K+].P(=O)(O)(O)O. (2) Reactant: [H-].[Na+].[C:3]([C:7]1[CH:12]=[CH:11][C:10](/[C:13](/[C:21]2[CH:26]=[CH:25][C:24]([Cl:27])=[C:23]([O:28][CH3:29])[N:22]=2)=[CH:14]\[C@@H:15]2[NH:19][C:18](=[O:20])[CH2:17][CH2:16]2)=[CH:9][CH:8]=1)([CH3:6])([CH3:5])[CH3:4].[CH3:30]I.O. Product: [C:3]([C:7]1[CH:8]=[CH:9][C:10](/[C:13](/[C:21]2[CH:26]=[CH:25][C:24]([Cl:27])=[C:23]([O:28][CH3:29])[N:22]=2)=[CH:14]\[C@@H:15]2[N:19]([CH3:30])[C:18](=[O:20])[CH2:17][CH2:16]2)=[CH:11][CH:12]=1)([CH3:6])([CH3:4])[CH3:5]. The catalyst class is: 54. (3) Reactant: [Cl:1][C:2]1[C:11]2[C:6](=[CH:7][C:8]([F:13])=[CH:9][C:10]=2[F:12])[N:5]=[C:4]([C:14]2[CH:15]=[N:16][C:17](F)=[CH:18][CH:19]=2)[C:3]=1[CH3:21].[CH3:22][N:23]([CH3:29])[CH:24]1[CH2:28][CH2:27][NH:26][CH2:25]1.C(=O)([O-])[O-].[K+].[K+].O. Product: [Cl:1][C:2]1[C:11]2[C:6](=[CH:7][C:8]([F:13])=[CH:9][C:10]=2[F:12])[N:5]=[C:4]([C:14]2[CH:19]=[CH:18][C:17]([N:26]3[CH2:27][CH2:28][CH:24]([N:23]([CH3:29])[CH3:22])[CH2:25]3)=[N:16][CH:15]=2)[C:3]=1[CH3:21]. The catalyst class is: 3. (4) Reactant: [F:1][C:2]([F:27])([F:26])[O:3][C:4]1[CH:9]=[CH:8][C:7]([N:10]2[C:14]3[CH:15]=[CH:16][C:17]4[CH:22]=[C:21]([C:23](=O)[CH3:24])[CH:20]=[CH:19][C:18]=4[C:13]=3[N:12]=[CH:11]2)=[CH:6][CH:5]=1.[NH2:28][NH:29][C:30]([NH:32][C:33]1[C:38]([CH3:39])=[CH:37][CH:36]=[CH:35][C:34]=1[CH2:40][CH3:41])=[S:31].C(O)(=O)C. Product: [CH2:40]([C:34]1[CH:35]=[CH:36][CH:37]=[C:38]([CH3:39])[C:33]=1[NH:32][C:30]([NH:29]/[N:28]=[C:23](/[C:21]1[CH:20]=[CH:19][C:18]2[C:13]3[N:12]=[CH:11][N:10]([C:7]4[CH:6]=[CH:5][C:4]([O:3][C:2]([F:1])([F:26])[F:27])=[CH:9][CH:8]=4)[C:14]=3[CH:15]=[CH:16][C:17]=2[CH:22]=1)\[CH3:24])=[S:31])[CH3:41]. The catalyst class is: 259.